Dataset: Reaction yield outcomes from USPTO patents with 853,638 reactions. Task: Predict the reaction yield, written as a fraction of the theoretical maximum amount of product (1.0 means a 100% yield; for example, 0.34 means a 34% yield). (1) The reactants are C([O:8][C:9]1[C:10]([CH:15]2[NH:20][C:19]3[CH:21]=[CH:22][N:23]=[C:24]([C:25]([F:28])([F:27])[F:26])[C:18]=3[C:17](=[O:29])[N:16]2[CH:30]([CH3:40])[CH2:31][C:32]2[CH:37]=[CH:36][C:35]([F:38])=[C:34]([F:39])[CH:33]=2)=[N:11][CH:12]=[CH:13][CH:14]=1)C1C=CC=CC=1. The catalyst is C(O)C.[Pd]. The product is [F:39][C:34]1[CH:33]=[C:32]([CH2:31][CH:30]([N:16]2[C:17](=[O:29])[C:18]3[C:24]([C:25]([F:26])([F:27])[F:28])=[N:23][CH:22]=[CH:21][C:19]=3[NH:20][CH:15]2[C:10]2[C:9]([OH:8])=[CH:14][CH:13]=[CH:12][N:11]=2)[CH3:40])[CH:37]=[CH:36][C:35]=1[F:38]. The yield is 0.770. (2) The product is [Br:1][C:2]1[CH:3]=[C:4]([N:9]2[C:13](=[O:14])[O:12][N:11]=[C:10]2[C:15]2[C:19]([NH:20][CH2:21][CH2:22][OH:23])=[N:18][O:17][N:16]=2)[CH:5]=[CH:6][C:7]=1[F:8]. The catalyst is ClCCl. The yield is 0.990. The reactants are [Br:1][C:2]1[CH:3]=[C:4]([N:9]2[C:13](=[O:14])[O:12][N:11]=[C:10]2[C:15]2[C:19]([NH:20][CH2:21][CH2:22][O:23]C)=[N:18][O:17][N:16]=2)[CH:5]=[CH:6][C:7]=1[F:8].B(Br)(Br)Br. (3) The reactants are [Cl:1][C:2]1[CH:3]=[C:4]2[C:9](=[CH:10][CH:11]=1)[O:8][C:7](=[O:12])[CH:6]=[C:5]2[OH:13].CCN(C(C)C)C(C)C.[CH2:23]([S:27](Cl)(=[O:29])=[O:28])[CH2:24][CH2:25][CH3:26]. The catalyst is C(Cl)Cl. The product is [Cl:1][C:2]1[CH:11]=[CH:10][C:9]2[O:8][C:7](=[O:12])[CH:6]=[C:5]([O:13][S:27]([CH2:23][CH2:24][CH2:25][CH3:26])(=[O:29])=[O:28])[C:4]=2[CH:3]=1. The yield is 0.250. (4) The reactants are [C:1]([O:5][C:6](=[O:15])[C:7]1[CH:12]=[C:11](I)[CH:10]=[C:9]([Br:14])[CH:8]=1)([CH3:4])([CH3:3])[CH3:2].C([O-])([O-])=O.[Cs+].[Cs+].[C:22]1(=[O:28])[NH:27][CH2:26][CH2:25][CH2:24][CH2:23]1. The catalyst is C1C=CC(/C=C/C(/C=C/C2C=CC=CC=2)=O)=CC=1.C1C=CC(/C=C/C(/C=C/C2C=CC=CC=2)=O)=CC=1.C1C=CC(/C=C/C(/C=C/C2C=CC=CC=2)=O)=CC=1.[Pd].[Pd].CC1(C)C2C(=C(P(C3C=CC=CC=3)C3C=CC=CC=3)C=CC=2)OC2C(P(C3C=CC=CC=3)C3C=CC=CC=3)=CC=CC1=2.O1CCOCC1. The product is [C:1]([O:5][C:6](=[O:15])[C:7]1[CH:12]=[C:11]([N:27]2[CH2:26][CH2:25][CH2:24][CH2:23][C:22]2=[O:28])[CH:10]=[C:9]([Br:14])[CH:8]=1)([CH3:4])([CH3:3])[CH3:2]. The yield is 0.680. (5) The reactants are C([N:8]1[CH2:12][CH2:11][C:10]([C:15]2[CH:20]=[CH:19][CH:18]=[C:17]([Cl:21])[C:16]=2[F:22])([O:13][CH3:14])[CH2:9]1)C1C=CC=CC=1.ClC(OC(Cl)C)=O. The catalyst is ClCCCl. The product is [Cl:21][C:17]1[C:16]([F:22])=[C:15]([C:10]2([O:13][CH3:14])[CH2:11][CH2:12][NH:8][CH2:9]2)[CH:20]=[CH:19][CH:18]=1. The yield is 0.630.